The task is: Predict the reaction yield, written as a fraction of the theoretical maximum amount of product (1.0 means a 100% yield; for example, 0.34 means a 34% yield).. This data is from Reaction yield outcomes from USPTO patents with 853,638 reactions. (1) The reactants are [OH-].[Na+].C[O:4][C:5]([C:7]1([NH:13][C:14]([C:16]2[CH:21]=[CH:20][C:19]([CH2:22][N:23]([CH3:25])[CH3:24])=[CH:18][CH:17]=2)=[O:15])[CH2:12][CH2:11][CH2:10][CH2:9][CH2:8]1)=O.Cl.C(N(CC)CC)C.Cl.C(N=C=NCCCN(C)C)C. The catalyst is O1CCCC1.C(Cl)Cl. The product is [CH3:24][N:23]([CH2:22][C:19]1[CH:20]=[CH:21][C:16]([C:14]2[O:15][C:5](=[O:4])[C:7]3([CH2:12][CH2:11][CH2:10][CH2:9][CH2:8]3)[N:13]=2)=[CH:17][CH:18]=1)[CH3:25]. The yield is 0.800. (2) The reactants are [CH2:1]1[CH:5]2[CH2:6][NH:7][CH2:8][CH:4]2[CH2:3][N:2]1[C:9]1[CH:14]=[C:13]([O:15][CH3:16])[N:12]=[C:11]([N:17]([CH3:19])[CH3:18])[N:10]=1.[F:20][C:21]1[CH:22]=[CH:23][C:24]([N:30]2[N:34]=[CH:33][CH:32]=[N:31]2)=[C:25]([CH:29]=1)[C:26](O)=[O:27].CN(C(ON1N=NC2C=CC=NC1=2)=[N+](C)C)C.F[P-](F)(F)(F)(F)F.CCN(C(C)C)C(C)C. The catalyst is C(OCC)(=O)C.CN(C=O)C. The product is [F:20][C:21]1[CH:22]=[CH:23][C:24]([N:30]2[N:34]=[CH:33][CH:32]=[N:31]2)=[C:25]([C:26]([N:7]2[CH2:6][CH:5]3[CH2:1][N:2]([C:9]4[CH:14]=[C:13]([O:15][CH3:16])[N:12]=[C:11]([N:17]([CH3:18])[CH3:19])[N:10]=4)[CH2:3][CH:4]3[CH2:8]2)=[O:27])[CH:29]=1. The yield is 0.540. (3) The reactants are [CH3:1][C:2]1[CH:11]=[CH:10][C:9]2[C:4](=[CH:5][CH:6]=[CH:7][C:8]=2[N:12]2[CH2:17][CH2:16][N:15]([CH2:18][CH2:19][C:20]3[CH:21]=[C:22]([CH:24]=[CH:25][CH:26]=3)[NH2:23])[CH2:14][CH2:13]2)[N:3]=1.[S:27]1[CH:31]=[C:30]([C:32](O)=[O:33])[N:29]=[N:28]1. No catalyst specified. The product is [CH3:1][C:2]1[CH:11]=[CH:10][C:9]2[C:4](=[CH:5][CH:6]=[CH:7][C:8]=2[N:12]2[CH2:13][CH2:14][N:15]([CH2:18][CH2:19][C:20]3[CH:21]=[C:22]([NH:23][C:32]([C:30]4[N:29]=[N:28][S:27][CH:31]=4)=[O:33])[CH:24]=[CH:25][CH:26]=3)[CH2:16][CH2:17]2)[N:3]=1. The yield is 0.750. (4) The reactants are [NH2:1][C:2]1[N:7]=[C:6]([N:8]2[CH2:12][CH2:11][CH:10]([NH:13]C(=O)OC(C)(C)C)[CH2:9]2)[CH:5]=[C:4](/[CH:21]=[CH:22]/[C:23]2[CH:28]=[CH:27][CH:26]=[CH:25][CH:24]=2)[N:3]=1.C(O)(C(F)(F)F)=O. The catalyst is C(Cl)Cl. The product is [NH2:13][CH:10]1[CH2:11][CH2:12][N:8]([C:6]2[CH:5]=[C:4](/[CH:21]=[CH:22]/[C:23]3[CH:28]=[CH:27][CH:26]=[CH:25][CH:24]=3)[N:3]=[C:2]([NH2:1])[N:7]=2)[CH2:9]1. The yield is 0.220. (5) The reactants are [CH:1]([O:4][C:5]1[CH:10]=[CH:9][C:8]([C:11]2[C:19]3[C:14](=[CH:15][C:16]([C:20]4[CH:25]=[CH:24][C:23]([O:26][CH:27]([CH3:29])[CH3:28])=[CH:22][CH:21]=4)=[CH:17][CH:18]=3)[N:13]([C:30]3[CH:39]=[CH:38][C:37]4[C:32](=[CH:33][CH:34]=[CH:35][CH:36]=4)[CH:31]=3)[C:12]=2[C:40]([OH:42])=[O:41])=[CH:7][CH:6]=1)([CH3:3])[CH3:2].CO[Na:45]. The catalyst is C(Cl)Cl. The product is [CH:1]([O:4][C:5]1[CH:10]=[CH:9][C:8]([C:11]2[C:19]3[C:14](=[CH:15][C:16]([C:20]4[CH:21]=[CH:22][C:23]([O:26][CH:27]([CH3:29])[CH3:28])=[CH:24][CH:25]=4)=[CH:17][CH:18]=3)[N:13]([C:30]3[CH:39]=[CH:38][C:37]4[C:32](=[CH:33][CH:34]=[CH:35][CH:36]=4)[CH:31]=3)[C:12]=2[C:40]([O-:42])=[O:41])=[CH:7][CH:6]=1)([CH3:2])[CH3:3].[Na+:45]. The yield is 0.650.